Task: Regression. Given two drug SMILES strings and cell line genomic features, predict the synergy score measuring deviation from expected non-interaction effect.. Dataset: NCI-60 drug combinations with 297,098 pairs across 59 cell lines (1) Drug 1: CC1C(C(CC(O1)OC2CC(OC(C2O)C)OC3=CC4=CC5=C(C(=O)C(C(C5)C(C(=O)C(C(C)O)O)OC)OC6CC(C(C(O6)C)O)OC7CC(C(C(O7)C)O)OC8CC(C(C(O8)C)O)(C)O)C(=C4C(=C3C)O)O)O)O. Drug 2: CNC(=O)C1=NC=CC(=C1)OC2=CC=C(C=C2)NC(=O)NC3=CC(=C(C=C3)Cl)C(F)(F)F. Cell line: HL-60(TB). Synergy scores: CSS=19.7, Synergy_ZIP=8.90, Synergy_Bliss=6.44, Synergy_Loewe=-65.4, Synergy_HSA=-6.21. (2) Drug 1: CCC1=CC2CC(C3=C(CN(C2)C1)C4=CC=CC=C4N3)(C5=C(C=C6C(=C5)C78CCN9C7C(C=CC9)(C(C(C8N6C)(C(=O)OC)O)OC(=O)C)CC)OC)C(=O)OC.C(C(C(=O)O)O)(C(=O)O)O. Drug 2: CCN(CC)CCNC(=O)C1=C(NC(=C1C)C=C2C3=C(C=CC(=C3)F)NC2=O)C. Cell line: OVCAR-5. Synergy scores: CSS=43.5, Synergy_ZIP=2.51, Synergy_Bliss=2.81, Synergy_Loewe=-7.84, Synergy_HSA=-0.0777.